From a dataset of NCI-60 drug combinations with 297,098 pairs across 59 cell lines. Regression. Given two drug SMILES strings and cell line genomic features, predict the synergy score measuring deviation from expected non-interaction effect. (1) Drug 1: COC1=NC(=NC2=C1N=CN2C3C(C(C(O3)CO)O)O)N. Drug 2: CCC1(CC2CC(C3=C(CCN(C2)C1)C4=CC=CC=C4N3)(C5=C(C=C6C(=C5)C78CCN9C7C(C=CC9)(C(C(C8N6C)(C(=O)OC)O)OC(=O)C)CC)OC)C(=O)OC)O.OS(=O)(=O)O. Cell line: NCI-H522. Synergy scores: CSS=31.0, Synergy_ZIP=-6.27, Synergy_Bliss=0.223, Synergy_Loewe=1.40, Synergy_HSA=1.85. (2) Drug 1: CC1OCC2C(O1)C(C(C(O2)OC3C4COC(=O)C4C(C5=CC6=C(C=C35)OCO6)C7=CC(=C(C(=C7)OC)O)OC)O)O. Drug 2: CC1=CC=C(C=C1)C2=CC(=NN2C3=CC=C(C=C3)S(=O)(=O)N)C(F)(F)F. Cell line: HCT116. Synergy scores: CSS=61.8, Synergy_ZIP=3.27, Synergy_Bliss=2.85, Synergy_Loewe=-8.67, Synergy_HSA=6.25. (3) Drug 1: C1C(C(OC1N2C=NC3=C(N=C(N=C32)Cl)N)CO)O. Drug 2: C1=NNC2=C1C(=O)NC=N2. Cell line: A498. Synergy scores: CSS=4.11, Synergy_ZIP=-3.57, Synergy_Bliss=-2.48, Synergy_Loewe=-13.4, Synergy_HSA=-2.53.